From a dataset of Forward reaction prediction with 1.9M reactions from USPTO patents (1976-2016). Predict the product of the given reaction. (1) Given the reactants C1COCC1.[NH:6]1[C:10]2[CH:11]=[CH:12][CH:13]=[CH:14][C:9]=2[NH:8][C:7]1=[C:15]([C:26]([C:28]1[CH:33]=[CH:32][CH:31]=[C:30]([F:34])[CH:29]=1)=[O:27])[C:16]([C:18]1[CH:19]=[C:20]([CH:23]=[CH:24][CH:25]=1)[CH:21]=[O:22])=[O:17].[Cl-].[NH4+].[CH3:37][C:38]([CH3:40])=[O:39], predict the reaction product. The product is: [NH:6]1[C:10]2[CH:11]=[CH:12][CH:13]=[CH:14][C:9]=2[NH:8][C:7]1=[C:15]([C:16]([C:18]1[CH:25]=[CH:24][CH:23]=[C:20]([CH:21]([OH:22])[CH2:37][C:38](=[O:39])[CH3:40])[CH:19]=1)=[O:17])[C:26]([C:28]1[CH:33]=[CH:32][CH:31]=[C:30]([F:34])[CH:29]=1)=[O:27]. (2) Given the reactants [N+:1]([C:4]1[CH:5]=[C:6]([CH:10]=[C:11]([C:13]([F:16])([F:15])[F:14])[CH:12]=1)[C:7](O)=[O:8])([O-:3])=[O:2].B.CSC, predict the reaction product. The product is: [N+:1]([C:4]1[CH:5]=[C:6]([CH2:7][OH:8])[CH:10]=[C:11]([C:13]([F:14])([F:15])[F:16])[CH:12]=1)([O-:3])=[O:2]. (3) Given the reactants [CH3:1][O:2][C:3]1[CH:8]=[CH:7][N:6]([C:9]2[S:10][C:11]([C:15]([OH:17])=O)=[C:12]([CH3:14])[N:13]=2)[C:5](=[O:18])[CH:4]=1.[CH2:19]([NH2:26])[C:20]1[CH:25]=[CH:24][CH:23]=[CH:22][CH:21]=1, predict the reaction product. The product is: [CH2:19]([NH:26][C:15]([C:11]1[S:10][C:9]([N:6]2[CH:7]=[CH:8][C:3]([O:2][CH3:1])=[CH:4][C:5]2=[O:18])=[N:13][C:12]=1[CH3:14])=[O:17])[C:20]1[CH:25]=[CH:24][CH:23]=[CH:22][CH:21]=1. (4) Given the reactants [O:1]=[C:2]([CH3:6])[C:3]([OH:5])=[O:4].[CH3:7]/[C:8](/[CH2:12][CH2:13][CH:14]=[C:15]([CH3:17])[CH3:16])=[CH:9]\[CH2:10]O.C1CCC(N=C=NC2CCCCC2)CC1, predict the reaction product. The product is: [O:1]=[C:2]([CH3:6])[C:3]([O:5][CH2:10]/[CH:9]=[C:8](\[CH3:7])/[CH2:12][CH2:13][CH:14]=[C:15]([CH3:17])[CH3:16])=[O:4]. (5) Given the reactants Cl.Cl.[CH3:3][CH:4]1[CH2:9][CH2:8][N:7]([C:10]([C:12]2[CH:20]=[CH:19][C:18]3[N:17]([CH2:21][CH:22]=[CH2:23])[C:16]4[CH2:24][CH2:25][NH:26][CH2:27][C:15]=4[C:14]=3[CH:13]=2)=[O:11])[CH2:6][CH2:5]1.[C:28](O)(=[O:32])[CH2:29][CH2:30][CH3:31], predict the reaction product. The product is: [CH2:21]([N:17]1[C:18]2[CH:19]=[CH:20][C:12]([C:10]([N:7]3[CH2:6][CH2:5][CH:4]([CH3:3])[CH2:9][CH2:8]3)=[O:11])=[CH:13][C:14]=2[C:15]2[CH2:27][N:26]([C:28](=[O:32])[CH2:29][CH2:30][CH3:31])[CH2:25][CH2:24][C:16]1=2)[CH:22]=[CH2:23]. (6) Given the reactants [CH2:1]([O:3]C=C)[CH3:2].[Li]C(C)(C)C.I[C:12]1[CH:13]=[CH:14][C:15]([NH2:22])=[C:16]([S:18]([NH2:21])(=[O:20])=[O:19])[CH:17]=1.C(N(CC(O)=O)CC(O)=O)CN(CC(O)=O)CC(O)=O.[OH-].[Na+], predict the reaction product. The product is: [C:1]([C:12]1[CH:13]=[CH:14][C:15]([NH2:22])=[C:16]([S:18]([NH2:21])(=[O:20])=[O:19])[CH:17]=1)(=[O:3])[CH3:2]. (7) Given the reactants [CH3:1][O:2][CH:3]([O:19][CH3:20])[C@@H:4]1[CH2:8][CH2:7][CH2:6][N:5]1C(OCC1C=CC=CC=1)=O, predict the reaction product. The product is: [CH3:1][O:2][CH:3]([O:19][CH3:20])[CH:4]1[CH2:8][CH2:7][CH2:6][NH:5]1. (8) Given the reactants C([N:8]1[CH2:13][CH2:12][C:11](=[CH:14][C:15]2[CH:20]=[CH:19][C:18]([C:21]3[NH:22][CH2:23][CH2:24][N:25]=3)=[CH:17][CH:16]=2)[CH2:10][CH2:9]1)C1C=CC=CC=1.C([O-])=O.[NH4+], predict the reaction product. The product is: [NH:25]1[CH2:24][CH2:23][N:22]=[C:21]1[C:18]1[CH:17]=[CH:16][C:15]([CH2:14][CH:11]2[CH2:10][CH2:9][NH:8][CH2:13][CH2:12]2)=[CH:20][CH:19]=1. (9) Given the reactants C(=O)([O-])[O-].[Cs+].[Cs+].[CH2:7]([C@H:14]1[CH2:18][O:17][C:16](=[O:19])[N:15]1[C:20](=[O:35])[CH2:21][C@@H:22]([C:28]1[CH:33]=[CH:32][C:31]([OH:34])=[CH:30][CH:29]=1)[C:23]1[CH:27]=[CH:26][O:25][N:24]=1)[C:8]1[CH:13]=[CH:12][CH:11]=[CH:10][CH:9]=1.[C:36]([C:40]1[CH:45]=[CH:44][C:43]([CH2:46]Cl)=[CH:42][C:41]=1[CH:48]([CH3:50])[CH3:49])([CH3:39])([CH3:38])[CH3:37].O, predict the reaction product. The product is: [C:36]([C:40]1[CH:45]=[CH:44][C:43]([CH2:46][O:34][C:31]2[CH:32]=[CH:33][C:28]([C@@H:22]([C:23]3[CH:27]=[CH:26][O:25][N:24]=3)[CH2:21][C:20]([N:15]3[C@@H:14]([CH2:7][C:8]4[CH:13]=[CH:12][CH:11]=[CH:10][CH:9]=4)[CH2:18][O:17][C:16]3=[O:19])=[O:35])=[CH:29][CH:30]=2)=[CH:42][C:41]=1[CH:48]([CH3:50])[CH3:49])([CH3:39])([CH3:38])[CH3:37].